This data is from Forward reaction prediction with 1.9M reactions from USPTO patents (1976-2016). The task is: Predict the product of the given reaction. Given the reactants COC([C:5]1[CH:6]=[C:7]([CH:10]=[CH:11][C:12]=1[N+:13]([O-:15])=[O:14])CBr)=O.C([O-])([O-])=[O:17].[Ca+2].O.[O:22]1[CH2:27][CH2:26][O:25][CH2:24]C1, predict the reaction product. The product is: [CH3:24][O:25][C:26]([CH:27]([OH:22])[C:7]1[CH:10]=[CH:11][C:12]([N+:13]([O-:15])=[O:14])=[CH:5][CH:6]=1)=[O:17].